From a dataset of Forward reaction prediction with 1.9M reactions from USPTO patents (1976-2016). Predict the product of the given reaction. Given the reactants [C:1]([O:5][C:6]([N:8]1[CH2:13][CH2:12][NH:11][CH2:10][CH2:9]1)=[O:7])([CH3:4])([CH3:3])[CH3:2].[O-]S([O-])(=O)=O.[Mg+2].[CH2:20]([C@@H:22]1[O:24][CH2:23]1)[Cl:21], predict the reaction product. The product is: [C:1]([O:5][C:6]([N:8]1[CH2:13][CH2:12][N:11]([CH2:23][C@@H:22]([OH:24])[CH2:20][Cl:21])[CH2:10][CH2:9]1)=[O:7])([CH3:4])([CH3:2])[CH3:3].